Task: Regression. Given a peptide amino acid sequence and an MHC pseudo amino acid sequence, predict their binding affinity value. This is MHC class I binding data.. Dataset: Peptide-MHC class I binding affinity with 185,985 pairs from IEDB/IMGT (1) The peptide sequence is KPTGSAVV. The MHC is HLA-A02:06 with pseudo-sequence HLA-A02:06. The binding affinity (normalized) is 0. (2) The binding affinity (normalized) is 0.626. The MHC is HLA-A02:01 with pseudo-sequence HLA-A02:01. The peptide sequence is VLFRLENHA.